Task: Predict the product of the given reaction.. Dataset: Forward reaction prediction with 1.9M reactions from USPTO patents (1976-2016) (1) Given the reactants Br[CH:2]1[CH2:14][CH2:13][C:5]2[N:6]=[C:7]([NH:9][C:10](=[O:12])[CH3:11])[S:8][C:4]=2[C:3]1=O.[CH3:16][C:17]([CH3:22])([CH3:21])[C:18]([NH2:20])=[S:19], predict the reaction product. The product is: [C:17]([C:18]1[S:19][C:2]2[CH2:14][CH2:13][C:5]3[N:6]=[C:7]([NH:9][C:10](=[O:12])[CH3:11])[S:8][C:4]=3[C:3]=2[N:20]=1)([CH3:22])([CH3:21])[CH3:16]. (2) Given the reactants [CH2:1]([N:3]([CH2:41][CH3:42])[C:4]1[CH:9]=[CH:8][C:7]([C:10]2([C:20]3[C:28]4[C:23](=[CH:24][CH:25]=[CH:26][CH:27]=4)[N:22]([CH2:29][CH2:30]CCCCCC)[C:21]=3[CH3:37])[C:19]3[C:14](=[CH:15][CH:16]=[CH:17][N:18]=3)[C:12](=[O:13])[O:11]2)=[C:6]([O:38][CH2:39][CH3:40])[CH:5]=1)[CH3:2].C1(CCNC2C=CC(C3(C4C5C(=CC=CC=5)N(CC)C=4C)C4C(=CC=CN=4)C(=O)O3)=C(OC)C=2)CCCCC1.C(N1C2C(=CC=CC=2)C(C2(C3C4C(=CC=CC=4)N(CC)C=3C)C3C(=CC=CC=3)C(=O)O2)=C1C)C, predict the reaction product. The product is: [CH2:41]([N:3]([CH2:1][CH3:2])[C:4]1[CH:9]=[CH:8][C:7]([C:10]2([C:20]3[C:28]4[C:23](=[CH:24][CH:25]=[CH:26][CH:27]=4)[N:22]([CH2:29][CH3:30])[C:21]=3[CH3:37])[C:19]3[C:14](=[CH:15][CH:16]=[CH:17][N:18]=3)[C:12](=[O:13])[O:11]2)=[C:6]([O:38][CH2:39][CH3:40])[CH:5]=1)[CH3:42]. (3) Given the reactants [H-].[Na+].[CH3:3][O:4][CH2:5]Cl.[C:7]([C:11]1[CH:16]=[CH:15][CH:14]=[CH:13][C:12]=1[OH:17])([CH3:10])([CH3:9])[CH3:8], predict the reaction product. The product is: [C:7]([C:11]1[CH:16]=[CH:15][CH:14]=[CH:13][C:12]=1[O:17][CH2:3][O:4][CH3:5])([CH3:10])([CH3:8])[CH3:9]. (4) Given the reactants [C:1](Cl)(Cl)=[O:2].[Na].[CH2:6]1[CH2:13][CH2:12][NH:11][C:9](=[O:10])[CH2:8][CH2:7]1, predict the reaction product. The product is: [C:9]([N:11]1[CH2:12][CH2:13][CH2:6][CH2:7][CH2:8][C:1]1=[O:2])([N:11]1[CH2:12][CH2:13][CH2:6][CH2:7][CH2:8][C:9]1=[O:10])=[O:10]. (5) The product is: [CH:1]1[C:13]2[CH2:12][C:11]3[C:6](=[CH:7][CH:8]=[CH:9][CH:10]=3)[C:5]=2[N:4]=[CH:3][CH:2]=1. Given the reactants [CH:1]1[C:13]2[C:12](=O)[C:11]3[C:6](=[CH:7][CH:8]=[CH:9][CH:10]=3)[C:5]=2[N:4]=[CH:3][CH:2]=1.O.NN.[Cl-].[Na+], predict the reaction product. (6) Given the reactants [Cl:1][C:2]([Cl:24])([Cl:23])[CH2:3][O:4][C:5](=[O:22])[C:6]1[CH:11]=[CH:10][CH:9]=[CH:8][C:7]=1[CH2:12][S:13][C:14]1[CH:19]=[CH:18][C:17]([CH2:20][OH:21])=[CH:16][CH:15]=1.[F:25][C:26]([F:38])([F:37])[C:27]1[CH:32]=[CH:31][C:30]([CH2:33][C:34](O)=[O:35])=[CH:29][CH:28]=1.Cl, predict the reaction product. The product is: [Cl:24][C:2]([Cl:1])([Cl:23])[CH2:3][O:4][C:5](=[O:22])[C:6]1[CH:11]=[CH:10][CH:9]=[CH:8][C:7]=1[CH2:12][S:13][C:14]1[CH:19]=[CH:18][C:17]([CH2:20][O:21][C:34](=[O:35])[CH2:33][C:30]2[CH:29]=[CH:28][C:27]([C:26]([F:37])([F:25])[F:38])=[CH:32][CH:31]=2)=[CH:16][CH:15]=1.